From a dataset of Catalyst prediction with 721,799 reactions and 888 catalyst types from USPTO. Predict which catalyst facilitates the given reaction. (1) Reactant: [ClH:1].[CH2:2]([O:9][C:10]1[C:11]([NH:17][C:18]2[S:19][CH:20]=[C:21]([CH3:23])[N:22]=2)=[N:12][CH:13]=[C:14](Br)[CH:15]=1)[C:3]1[CH:8]=[CH:7][CH:6]=[CH:5][CH:4]=1.[N:24]1[CH:29]=[CH:28][CH:27]=[C:26](B(O)O)[CH:25]=1.C(=O)([O-])[O-].[Na+].[Na+].O. Product: [ClH:1].[ClH:1].[CH2:2]([O:9][C:10]1[C:11]([NH:17][C:18]2[S:19][CH:20]=[C:21]([CH3:23])[N:22]=2)=[N:12][CH:13]=[C:14]([C:26]2[CH:25]=[N:24][CH:29]=[CH:28][CH:27]=2)[CH:15]=1)[C:3]1[CH:8]=[CH:7][CH:6]=[CH:5][CH:4]=1. The catalyst class is: 628. (2) Reactant: [C:1]([O:5][C:6]([NH:8][C@@H:9]([CH2:13][C:14]1[CH:19]=[CH:18][CH:17]=[C:16]([N+:20]([O-:22])=[O:21])[CH:15]=1)[C:10](O)=[O:11])=[O:7])([CH3:4])([CH3:3])[CH3:2].F[P-](F)(F)(F)(F)F.N1(O[P+](N(C)C)(N(C)C)N(C)C)C2C=CC=CC=2N=N1.C(N(CC)C(C)C)(C)C.[BH4-].[Na+]. Product: [C:1]([O:5][C:6](=[O:7])[NH:8][C@H:9]([CH2:10][OH:11])[CH2:13][C:14]1[CH:19]=[CH:18][CH:17]=[C:16]([N+:20]([O-:22])=[O:21])[CH:15]=1)([CH3:2])([CH3:4])[CH3:3]. The catalyst class is: 7. (3) Reactant: [CH3:1][C:2]1[N:3](C2CCCCO2)[N:4]=[C:5]2[C:14]3[CH:13]=[C:12]4[CH2:15][CH2:16][C:17](=[O:19])[CH2:18][C:11]4=[CH:10][C:9]=3[N:8]([CH2:20][CH2:21][CH2:22][NH:23]C(=O)OC(C)(C)C)[C:7](=[O:31])[C:6]=12.FC(F)(F)C(O)=O. Product: [NH2:23][CH2:22][CH2:21][CH2:20][N:8]1[C:9]2[CH:10]=[C:11]3[CH2:18][C:17](=[O:19])[CH2:16][CH2:15][C:12]3=[CH:13][C:14]=2[C:5]2=[N:4][NH:3][C:2]([CH3:1])=[C:6]2[C:7]1=[O:31]. The catalyst class is: 4. (4) Reactant: [H-].[Na+].[CH2:3](Br)[CH:4]=[CH2:5].C([O:11][CH:12](OCCCC)[C:13]1[N:14]=[CH:15][CH:16]=[C:17]2[C:21]([CH3:22])=[C:20]([CH3:23])[NH:19][C:18]=12)CCC.Cl. The catalyst class is: 30. Product: [CH2:3]([N:19]1[C:18]2=[C:13]([CH:12]=[O:11])[N:14]=[CH:15][CH:16]=[C:17]2[C:21]([CH3:22])=[C:20]1[CH3:23])[CH:4]=[CH2:5]. (5) Reactant: [CH2:1]([C:3]1[C:11]2[C:6](=[CH:7][CH:8]=[CH:9][C:10]=2[NH:12][C:13]([C:15]2[N:19]3[CH:20]=[CH:21][C:22]([C:24](O)=[O:25])=[CH:23][C:18]3=[N:17][CH:16]=2)=[O:14])[N:5]([CH2:27][C:28]2[CH:33]=[CH:32][CH:31]=[C:30]([CH3:34])[N:29]=2)[N:4]=1)[CH3:2].[NH:35]([C:37]([O:39][C:40]([CH3:43])([CH3:42])[CH3:41])=[O:38])[NH2:36].Cl.C(N=C=NCCCN(C)C)C.C(N(CC)CC)C. Product: [CH2:1]([C:3]1[C:11]2[C:6](=[CH:7][CH:8]=[CH:9][C:10]=2[NH:12][C:13]([C:15]2[N:19]3[CH:20]=[CH:21][C:22]([C:24]([NH:36][NH:35][C:37]([O:39][C:40]([CH3:43])([CH3:42])[CH3:41])=[O:38])=[O:25])=[CH:23][C:18]3=[N:17][CH:16]=2)=[O:14])[N:5]([CH2:27][C:28]2[CH:33]=[CH:32][CH:31]=[C:30]([CH3:34])[N:29]=2)[N:4]=1)[CH3:2]. The catalyst class is: 3. (6) The catalyst class is: 1. Product: [Cl:1][C:2]1[CH:3]=[CH:4][C:5]([CH2:8][OH:9])=[N:6][CH:7]=1. Reactant: [Cl:1][C:2]1[CH:3]=[CH:4][C:5]([C:8](O)=[O:9])=[N:6][CH:7]=1.B.C1COCC1.